This data is from Catalyst prediction with 721,799 reactions and 888 catalyst types from USPTO. The task is: Predict which catalyst facilitates the given reaction. (1) Reactant: [Li+].C[Si]([N-][Si](C)(C)C)(C)C.[C:11]([O:14][CH2:15][C:16]1[N:21]=[C:20]([O:22][C:23]2[C:24]([F:33])=[C:25]3[C:29](=[CH:30][CH:31]=2)[NH:28][C:27]([CH3:32])=[CH:26]3)[CH:19]=[CH:18][N:17]=1)(=[O:13])[CH3:12].[N:34]([C:37]1[CH:42]=[CH:41][CH:40]=[C:39]([C:43]([F:46])([F:45])[F:44])[CH:38]=1)=[C:35]=[O:36].[NH4+].[Cl-]. Product: [F:33][C:24]1[C:23]([O:22][C:20]2[CH:19]=[CH:18][N:17]=[C:16]([CH2:15][O:14][C:11](=[O:13])[CH3:12])[N:21]=2)=[CH:31][CH:30]=[C:29]2[C:25]=1[CH:26]=[C:27]([CH3:32])[N:28]2[C:35](=[O:36])[NH:34][C:37]1[CH:42]=[CH:41][CH:40]=[C:39]([C:43]([F:44])([F:46])[F:45])[CH:38]=1. The catalyst class is: 20. (2) Reactant: [NH2:1][C:2]1[N:3]=[CH:4][S:5][C:6]=1[C:7]([O:9][CH3:10])=[O:8].CCN(CC)CC.[I:18][C:19]1[CH:24]=[CH:23][CH:22]=[CH:21][C:20]=1[CH2:25][S:26](Cl)(=[O:28])=[O:27].O. Product: [I:18][C:19]1[CH:24]=[CH:23][CH:22]=[CH:21][C:20]=1[CH2:25][S:26]([NH:1][C:2]1[N:3]=[CH:4][S:5][C:6]=1[C:7]([O:9][CH3:10])=[O:8])(=[O:28])=[O:27]. The catalyst class is: 12. (3) Reactant: FC(F)(F)C(O)=O.N1C2C(=CC=CC=2)C=C([C:18]2[CH:23]=[C:22]([C:24]3[NH:33][C:32]4[CH2:31][CH2:30][CH2:29][NH:28][C:27](=[O:34])[C:26]=4[CH:25]=3)[CH:21]=[CH:20][N:19]=2)C=1.N1CCCC(=O)CC1=O.Br.BrCC(C1C=CN=C([Cl:55])C=1)=O.C([O-])(=O)C.[NH4+]. Product: [Cl:55][C:18]1[CH:23]=[C:22]([C:24]2[NH:33][C:32]3[CH2:31][CH2:30][CH2:29][NH:28][C:27](=[O:34])[C:26]=3[CH:25]=2)[CH:21]=[CH:20][N:19]=1. The catalyst class is: 40. (4) Reactant: [C:1]1([CH:7]=O)[CH2:6][CH2:5][CH2:4][CH2:3][CH:2]=1.C(O)(=O)C.C(O[BH-](OC(=O)C)OC(=O)C)(=O)C.[Na+].[Cl:27][C:28]1[CH:33]=[CH:32][CH:31]=[C:30]([C:34]([F:37])([F:36])[F:35])[C:29]=1[CH2:38][N:39]1[CH2:43][C@@H:42]([CH3:44])[C@@:41]([CH2:54][C:55]([OH:57])=[O:56])([C:45](=[O:53])[NH:46][CH:47]2[CH2:52][CH2:51][NH:50][CH2:49][CH2:48]2)[CH2:40]1. Product: [Cl:27][C:28]1[CH:33]=[CH:32][CH:31]=[C:30]([C:34]([F:35])([F:37])[F:36])[C:29]=1[CH2:38][N:39]1[CH2:43][C@@H:42]([CH3:44])[C@@:41]([CH2:54][C:55]([OH:57])=[O:56])([C:45](=[O:53])[NH:46][CH:47]2[CH2:48][CH2:49][N:50]([CH2:7][C:1]3[CH2:6][CH2:5][CH2:4][CH2:3][CH:2]=3)[CH2:51][CH2:52]2)[CH2:40]1. The catalyst class is: 193. (5) Reactant: [CH2:1]([O:3][C:4](=[O:32])[C:5]([O:12][C:13]1[CH:18]=[CH:17][C:16]([Cl:19])=[CH:15][C:14]=1/[CH:20]=[C:21]1\[C:22](=[O:31])[NH:23][C:24]2[C:29]\1=[CH:28][CH:27]=[C:26]([Cl:30])[CH:25]=2)([CH2:9][CH2:10][CH3:11])[CH2:6][CH2:7][CH3:8])[CH3:2].[C:33]([O:37][C:38](O[C:38]([O:37][C:33]([CH3:36])([CH3:35])[CH3:34])=[O:39])=[O:39])([CH3:36])([CH3:35])[CH3:34]. Product: [C:33]([O:37][C:38]([N:23]1[C:24]2[C:29](=[CH:28][CH:27]=[C:26]([Cl:30])[CH:25]=2)/[C:21](=[CH:20]/[C:14]2[CH:15]=[C:16]([Cl:19])[CH:17]=[CH:18][C:13]=2[O:12][C:5]([C:4]([O:3][CH2:1][CH3:2])=[O:32])([CH2:9][CH2:10][CH3:11])[CH2:6][CH2:7][CH3:8])/[C:22]1=[O:31])=[O:39])([CH3:36])([CH3:35])[CH3:34]. The catalyst class is: 112. (6) Reactant: Cl[CH:2]([C:30]1[CH:35]=[CH:34][CH:33]=[CH:32][CH:31]=1)[C:3]([N:5]([CH2:15][C:16]1([OH:29])[CH2:21][CH2:20][N:19]([C:22]([O:24][C:25]([CH3:28])([CH3:27])[CH3:26])=[O:23])[CH2:18][CH2:17]1)[CH2:6][C:7]1[CH:12]=[CH:11][C:10]([O:13][CH3:14])=[CH:9][CH:8]=1)=[O:4].[H-].[Na+]. Product: [CH3:14][O:13][C:10]1[CH:9]=[CH:8][C:7]([CH2:6][N:5]2[CH2:15][C:16]3([CH2:17][CH2:18][N:19]([C:22]([O:24][C:25]([CH3:28])([CH3:27])[CH3:26])=[O:23])[CH2:20][CH2:21]3)[O:29][CH:2]([C:30]3[CH:31]=[CH:32][CH:33]=[CH:34][CH:35]=3)[C:3]2=[O:4])=[CH:12][CH:11]=1. The catalyst class is: 18. (7) Reactant: [C:1]([O:5][C:6](=[O:22])[NH:7][CH:8]([C:11]1[CH:16]=[C:15]([Cl:17])[C:14]([CH3:18])=[C:13](Br)[C:12]=1[O:20][CH3:21])[CH2:9][CH3:10])([CH3:4])([CH3:3])[CH3:2].[F:23][C:24]1[CH:25]=[N:26][CH:27]=[C:28](B2OC(C)(C)C(C)(C)O2)[CH:29]=1.C(=O)([O-])[O-].[K+].[K+]. Product: [Cl:17][C:15]1[C:14]([CH3:18])=[C:13]([C:28]2[CH:27]=[N:26][CH:25]=[C:24]([F:23])[CH:29]=2)[C:12]([O:20][CH3:21])=[C:11]([CH:8]([NH:7][C:6](=[O:22])[O:5][C:1]([CH3:4])([CH3:3])[CH3:2])[CH2:9][CH3:10])[CH:16]=1. The catalyst class is: 70. (8) Reactant: [OH:1][C:2]1[CH:10]=[CH:9][C:5]([C:6]([OH:8])=O)=[CH:4][N:3]=1.CCN=C=NCCCN(C)C.C1C=CC2N(O)N=NC=2C=1.Cl.[CH3:33][O:34][NH:35][CH3:36].CCN(CC)CC. Product: [OH:1][C:2]1[CH:10]=[CH:9][C:5]([C:6]([N:35]([O:34][CH3:33])[CH3:36])=[O:8])=[CH:4][N:3]=1. The catalyst class is: 34. (9) Reactant: Br[C:2]1[CH:7]=[CH:6][CH:5]=[CH:4][C:3]=1[NH:8][C:9](=[O:18])[O:10][CH2:11][C@@H:12]1[CH2:16][CH2:15][N:14]([CH3:17])[CH2:13]1.[Cl:19][C:20]1[CH:21]=[C:22](B(O)O)[CH:23]=[CH:24][C:25]=1[Cl:26].C(=O)([O-])[O-].[K+].[K+]. Product: [Cl:19][C:20]1[CH:21]=[C:22]([C:2]2[CH:7]=[CH:6][CH:5]=[CH:4][C:3]=2[NH:8][C:9](=[O:18])[O:10][CH2:11][C@@H:12]2[CH2:16][CH2:15][N:14]([CH3:17])[CH2:13]2)[CH:23]=[CH:24][C:25]=1[Cl:26]. The catalyst class is: 40. (10) Reactant: CN(C(ON1N=NC2C=CC=CC1=2)=[N+](C)C)C.[B-](F)(F)(F)F.[C:23]([O:27][C:28]([NH:30][CH:31]([C:35]([F:38])([F:37])[F:36])[C:32]([OH:34])=O)=[O:29])([CH3:26])([CH3:25])[CH3:24].C[N:40]1[CH2:45][CH2:44][O:43]C[CH2:41]1.Cl.OC1CN(O)C1. Product: [F:36][C:35]([F:38])([F:37])[CH:31]([NH:30][C:28](=[O:29])[O:27][C:23]([CH3:24])([CH3:25])[CH3:26])[C:32]([N:40]1[CH2:45][CH:44]([OH:43])[CH2:41]1)=[O:34]. The catalyst class is: 2.